This data is from Catalyst prediction with 721,799 reactions and 888 catalyst types from USPTO. The task is: Predict which catalyst facilitates the given reaction. (1) Reactant: [Br:1][C:2]1[CH:13]=[CH:12][C:5]2[N:6]=C(C)O[C:9](=[O:10])[C:4]=2[CH:3]=1.[CH2:14]([C:18]1[CH:23]=[CH:22][C:21]([Mg]Br)=[CH:20][CH:19]=1)[CH2:15][CH2:16][CH3:17].Cl.[OH-].[Na+]. Product: [NH2:6][C:5]1[CH:12]=[CH:13][C:2]([Br:1])=[CH:3][C:4]=1[C:9]([C:21]1[CH:22]=[CH:23][C:18]([CH2:14][CH2:15][CH2:16][CH3:17])=[CH:19][CH:20]=1)=[O:10]. The catalyst class is: 2. (2) Reactant: Br[C:2]1[CH:36]=[CH:35][C:5]([CH2:6][N:7]2[C:11]3[CH:12]=[CH:13][C:14]([O:16][CH2:17][C:18]4[CH:27]=[CH:26][C:25]5[C:20](=[CH:21][CH:22]=[CH:23][CH:24]=5)[N:19]=4)=[CH:15][C:10]=3[N:9]=[C:8]2[CH2:28][C:29]([CH3:34])([CH3:33])[C:30]([OH:32])=[O:31])=[CH:4][CH:3]=1.[B:37]1([B:37]2[O:41][C:40]([CH3:43])([CH3:42])[C:39]([CH3:45])([CH3:44])[O:38]2)[O:41][C:40]([CH3:43])([CH3:42])[C:39]([CH3:45])([CH3:44])[O:38]1.C(Cl)Cl.CC([O-])=O.[K+]. Product: [CH3:33][C:29]([CH3:34])([CH2:28][C:8]1[N:7]([CH2:6][C:5]2[CH:35]=[CH:36][C:2]([B:37]3[O:41][C:40]([CH3:43])([CH3:42])[C:39]([CH3:45])([CH3:44])[O:38]3)=[CH:3][CH:4]=2)[C:11]2[CH:12]=[CH:13][C:14]([O:16][CH2:17][C:18]3[CH:27]=[CH:26][C:25]4[C:20](=[CH:21][CH:22]=[CH:23][CH:24]=4)[N:19]=3)=[CH:15][C:10]=2[N:9]=1)[C:30]([OH:32])=[O:31]. The catalyst class is: 140. (3) Reactant: Cl.[NH2:2][CH2:3][CH2:4][C:5]([O:7]C)=[O:6].[C:9](Cl)(=[O:14])[C:10]([CH3:13])([CH3:12])[CH3:11].Cl. Product: [CH3:11][C:10]([CH3:13])([CH3:12])[C:9]([NH:2][CH2:3][CH2:4][C:5]([OH:7])=[O:6])=[O:14]. The catalyst class is: 74.